From a dataset of Forward reaction prediction with 1.9M reactions from USPTO patents (1976-2016). Predict the product of the given reaction. (1) Given the reactants [CH2:1]([O:8][C:9]1[C:18]([CH:19]=[O:20])=[CH:17][CH:16]=[CH:15][C:10]=1[C:11](OC)=[O:12])[C:2]1[CH:7]=[CH:6][CH:5]=[CH:4][CH:3]=1.[OH-].[Na+].Cl.[Cl:24][C:25]1[CH:26]=[N+:27]([O-:50])[CH:28]=[C:29]([Cl:49])[C:30]=1[CH2:31][C@@H:32]([C:34]1[CH:39]=[CH:38][C:37]([O:40][CH:41]([F:43])[F:42])=[C:36]([O:44][CH2:45][CH:46]2[CH2:48][CH2:47]2)[CH:35]=1)[OH:33].Cl.CN(C)CCCN=C=NCC, predict the reaction product. The product is: [CH:46]1([CH2:45][O:44][C:36]2[CH:35]=[C:34]([C@@H:32]([O:33][C:19](=[O:20])[C:18]3[CH:17]=[CH:16][CH:15]=[C:10]([CH:11]=[O:12])[C:9]=3[O:8][CH2:1][C:2]3[CH:3]=[CH:4][CH:5]=[CH:6][CH:7]=3)[CH2:31][C:30]3[C:29]([Cl:49])=[CH:28][N+:27]([O-:50])=[CH:26][C:25]=3[Cl:24])[CH:39]=[CH:38][C:37]=2[O:40][CH:41]([F:43])[F:42])[CH2:48][CH2:47]1. (2) Given the reactants [NH2:1][CH2:2][C@@H:3]([OH:20])[C@@H:4]([NH:12][C:13](=[O:19])[O:14][C:15]([CH3:18])([CH3:17])[CH3:16])[CH2:5][C:6]1[CH:11]=[CH:10][CH:9]=[CH:8][CH:7]=1.CCN(CC)CC.Cl[C:29]([O:31][CH2:32][C:33]1[CH:38]=[CH:37][CH:36]=[CH:35][CH:34]=1)=[O:30], predict the reaction product. The product is: [OH:20][C@H:3]([CH2:2][NH:1][C:29]([O:31][CH2:32][C:33]1[CH:38]=[CH:37][CH:36]=[CH:35][CH:34]=1)=[O:30])[C@@H:4]([NH:12][C:13](=[O:19])[O:14][C:15]([CH3:17])([CH3:16])[CH3:18])[CH2:5][C:6]1[CH:11]=[CH:10][CH:9]=[CH:8][CH:7]=1. (3) Given the reactants [O:1]1[CH2:6][CH2:5][N:4]([CH2:7][C:8]2[CH:13]=[CH:12][C:11]([CH2:14][OH:15])=[CH:10][CH:9]=2)[CH2:3][CH2:2]1.[H-].[Na+].[S:18](Cl)([C:21]1[CH:27]=[CH:26][C:24]([CH3:25])=[CH:23][CH:22]=1)(=[O:20])=[O:19], predict the reaction product. The product is: [CH3:25][C:24]1[CH:26]=[CH:27][C:21]([S:18]([O:15][CH2:14][C:11]2[CH:12]=[CH:13][C:8]([CH2:7][N:4]3[CH2:5][CH2:6][O:1][CH2:2][CH2:3]3)=[CH:9][CH:10]=2)(=[O:20])=[O:19])=[CH:22][CH:23]=1. (4) Given the reactants [Cl:1][C:2]1[CH:7]=[CH:6][C:5]([CH:8]=[N:9][OH:10])=[CH:4][C:3]=1[N+:11]([O-:13])=[O:12].ClN1C(=O)CCC1=O.[Cl:22][C:23]1[CH:24]=[C:25]([C:30]([C:32]([F:35])([F:34])[F:33])=[CH2:31])[CH:26]=[C:27]([Cl:29])[CH:28]=1.C(N(CC)CC)C, predict the reaction product. The product is: [Cl:22][C:23]1[CH:24]=[C:25]([C:30]2([C:32]([F:35])([F:33])[F:34])[O:10][N:9]=[C:8]([C:5]3[CH:6]=[CH:7][C:2]([Cl:1])=[C:3]([N+:11]([O-:13])=[O:12])[CH:4]=3)[CH2:31]2)[CH:26]=[C:27]([Cl:29])[CH:28]=1. (5) Given the reactants [NH2:1][C:2](=[O:22])[C@H:3]([NH:14]C(=O)OC(C)(C)C)[CH2:4][C:5]1[C:13]2[C:8](=[CH:9][CH:10]=[CH:11][CH:12]=2)[NH:7][CH:6]=1, predict the reaction product. The product is: [NH2:14][C@H:3]([CH2:4][C:5]1[C:13]2[C:8](=[CH:9][CH:10]=[CH:11][CH:12]=2)[NH:7][CH:6]=1)[C:2]([NH2:1])=[O:22].